Dataset: NCI-60 drug combinations with 297,098 pairs across 59 cell lines. Task: Regression. Given two drug SMILES strings and cell line genomic features, predict the synergy score measuring deviation from expected non-interaction effect. (1) Cell line: M14. Synergy scores: CSS=30.5, Synergy_ZIP=-4.39, Synergy_Bliss=-5.84, Synergy_Loewe=-5.69, Synergy_HSA=-2.47. Drug 1: C1=CC(=CC=C1CCC2=CNC3=C2C(=O)NC(=N3)N)C(=O)NC(CCC(=O)O)C(=O)O. Drug 2: C1=NC2=C(N=C(N=C2N1C3C(C(C(O3)CO)O)F)Cl)N. (2) Drug 1: CC1=C(C=C(C=C1)C(=O)NC2=CC(=CC(=C2)C(F)(F)F)N3C=C(N=C3)C)NC4=NC=CC(=N4)C5=CN=CC=C5. Drug 2: C1=NNC2=C1C(=O)NC=N2. Cell line: SK-MEL-28. Synergy scores: CSS=3.74, Synergy_ZIP=0.352, Synergy_Bliss=2.28, Synergy_Loewe=1.39, Synergy_HSA=1.16. (3) Drug 1: CC1OCC2C(O1)C(C(C(O2)OC3C4COC(=O)C4C(C5=CC6=C(C=C35)OCO6)C7=CC(=C(C(=C7)OC)O)OC)O)O. Drug 2: CC12CCC3C(C1CCC2O)C(CC4=C3C=CC(=C4)O)CCCCCCCCCS(=O)CCCC(C(F)(F)F)(F)F. Cell line: RXF 393. Synergy scores: CSS=22.3, Synergy_ZIP=-3.80, Synergy_Bliss=-1.40, Synergy_Loewe=1.54, Synergy_HSA=1.93. (4) Drug 1: CCN(CC)CCCC(C)NC1=C2C=C(C=CC2=NC3=C1C=CC(=C3)Cl)OC. Drug 2: CC1C(C(CC(O1)OC2CC(CC3=C2C(=C4C(=C3O)C(=O)C5=C(C4=O)C(=CC=C5)OC)O)(C(=O)CO)O)N)O.Cl. Cell line: SK-MEL-5. Synergy scores: CSS=26.6, Synergy_ZIP=-3.64, Synergy_Bliss=-6.47, Synergy_Loewe=-13.8, Synergy_HSA=-5.25. (5) Drug 1: CC1CCC2CC(C(=CC=CC=CC(CC(C(=O)C(C(C(=CC(C(=O)CC(OC(=O)C3CCCCN3C(=O)C(=O)C1(O2)O)C(C)CC4CCC(C(C4)OC)O)C)C)O)OC)C)C)C)OC. Drug 2: CC1=C(C(=O)C2=C(C1=O)N3CC4C(C3(C2COC(=O)N)OC)N4)N. Cell line: EKVX. Synergy scores: CSS=10.0, Synergy_ZIP=-5.30, Synergy_Bliss=-1.04, Synergy_Loewe=0.781, Synergy_HSA=0.910. (6) Synergy scores: CSS=23.1, Synergy_ZIP=-1.99, Synergy_Bliss=0.841, Synergy_Loewe=-68.4, Synergy_HSA=1.64. Drug 2: C1=CN(C=N1)CC(O)(P(=O)(O)O)P(=O)(O)O. Cell line: SF-295. Drug 1: CCC1=C2CN3C(=CC4=C(C3=O)COC(=O)C4(CC)O)C2=NC5=C1C=C(C=C5)O. (7) Drug 1: CC1=C(C=C(C=C1)NC2=NC=CC(=N2)N(C)C3=CC4=NN(C(=C4C=C3)C)C)S(=O)(=O)N.Cl. Drug 2: CCC1(C2=C(COC1=O)C(=O)N3CC4=CC5=C(C=CC(=C5CN(C)C)O)N=C4C3=C2)O.Cl. Cell line: COLO 205. Synergy scores: CSS=18.0, Synergy_ZIP=6.28, Synergy_Bliss=4.48, Synergy_Loewe=-39.8, Synergy_HSA=-1.70. (8) Drug 1: C1=CC=C(C=C1)NC(=O)CCCCCCC(=O)NO. Drug 2: CN1C2=C(C=C(C=C2)N(CCCl)CCCl)N=C1CCCC(=O)O.Cl. Cell line: HOP-62. Synergy scores: CSS=10.7, Synergy_ZIP=-4.46, Synergy_Bliss=7.27, Synergy_Loewe=-19.0, Synergy_HSA=2.91.